Dataset: Catalyst prediction with 721,799 reactions and 888 catalyst types from USPTO. Task: Predict which catalyst facilitates the given reaction. (1) Reactant: [C:1]([C:5]1[CH2:9][C:8](=[O:10])[N:7]([CH2:11][C:12]2[CH:21]=[CH:20][C:15]([C:16]([O:18][CH3:19])=[O:17])=[CH:14][CH:13]=2)[N:6]=1)([CH3:4])([CH3:3])[CH3:2].[CH2:22](Br)[C:23]1[CH:28]=[CH:27][CH:26]=[CH:25][CH:24]=1.C(=O)([O-])[O-].[K+].[K+].CN(C)C=O. Product: [CH2:22]([O:10][C:8]1[N:7]([CH2:11][C:12]2[CH:13]=[CH:14][C:15]([C:16]([O:18][CH3:19])=[O:17])=[CH:20][CH:21]=2)[N:6]=[C:5]([C:1]([CH3:4])([CH3:2])[CH3:3])[CH:9]=1)[C:23]1[CH:28]=[CH:27][CH:26]=[CH:25][CH:24]=1. The catalyst class is: 6. (2) Reactant: [OH:1][C:2]1[C:11]([CH3:12])=[C:10]([OH:13])[CH:9]=[CH:8][C:3]=1[C:4]([O:6][CH3:7])=[O:5].C(=O)([O-])[O-].[K+].[K+].[CH3:20][O:21][CH2:22]Cl. Product: [OH:1][C:2]1[C:11]([CH3:12])=[C:10]([O:13][CH2:20][O:21][CH3:22])[CH:9]=[CH:8][C:3]=1[C:4]([O:6][CH3:7])=[O:5]. The catalyst class is: 21. (3) Reactant: [CH2:1]([N:4]1[CH2:9][CH2:8][CH:7]([C:10]2[CH:11]=[C:12]([CH:16]=[CH:17][CH:18]=2)[C:13]([NH2:15])=O)[CH2:6][CH2:5]1)[CH2:2][CH3:3].O=P(Cl)(Cl)Cl. Product: [CH2:1]([N:4]1[CH2:9][CH2:8][CH:7]([C:10]2[CH:11]=[C:12]([CH:16]=[CH:17][CH:18]=2)[C:13]#[N:15])[CH2:6][CH2:5]1)[CH2:2][CH3:3]. The catalyst class is: 18. (4) Reactant: C(O)(=O)C.Cl.Cl.[NH2:7][C@@H:8]1[CH2:13][CH2:12][CH2:11][NH:10][CH2:9]1.[CH3:14][C:15]1[CH:16]=[C:17]2[C:22](=O)[O:21][C:19](=[O:20])[C:18]2=[CH:24][CH:25]=1. Product: [CH3:14][C:15]1[CH:16]=[C:17]2[C:22](=[O:21])[N:7]([C@@H:8]3[CH2:13][CH2:12][CH2:11][NH:10][CH2:9]3)[C:19](=[O:20])[C:18]2=[CH:24][CH:25]=1. The catalyst class is: 21.